Dataset: Forward reaction prediction with 1.9M reactions from USPTO patents (1976-2016). Task: Predict the product of the given reaction. (1) The product is: [CH3:33][N:34]([CH3:39])[C:35]([CH2:36][NH:37][C:11]([C:9]1[CH:10]=[C:5]2[N:4]=[C:3]([NH:14][C:15]3[S:16][C:17]4[CH:23]=[C:22]([O:24][C:25]([F:27])([F:28])[F:26])[CH:21]=[CH:20][C:18]=4[N:19]=3)[N:2]([CH3:1])[C:6]2=[N:7][CH:8]=1)=[O:13])=[O:38]. Given the reactants [CH3:1][N:2]1[C:6]2=[N:7][CH:8]=[C:9]([C:11]([OH:13])=O)[CH:10]=[C:5]2[N:4]=[C:3]1[NH:14][C:15]1[S:16][C:17]2[CH:23]=[C:22]([O:24][C:25]([F:28])([F:27])[F:26])[CH:21]=[CH:20][C:18]=2[N:19]=1.C(O)(=O)C.[CH3:33][N:34]([CH3:39])[C:35](=[O:38])[CH2:36][NH2:37].CN(C(ON1N=NC2C=CC=CC1=2)=[N+](C)C)C.F[P-](F)(F)(F)(F)F.CCN(C(C)C)C(C)C, predict the reaction product. (2) Given the reactants C([O:8][C:9]1[N:10]=[N:11][C:12]([C:23]2([C:26]3[CH:31]=[CH:30][CH:29]=[CH:28][CH:27]=3)[CH2:25][CH2:24]2)=[CH:13][C:14]=1[O:15]CC1C=CC=CC=1)C1C=CC=CC=1, predict the reaction product. The product is: [OH:15][C:14]1[C:9](=[O:8])[NH:10][N:11]=[C:12]([C:23]2([C:26]3[CH:27]=[CH:28][CH:29]=[CH:30][CH:31]=3)[CH2:25][CH2:24]2)[CH:13]=1. (3) Given the reactants [CH2:1]1[N:10]2[C@H:11]3[CH2:16][CH2:15][N:14](C(OCC)=O)[CH2:13][C@H:12]3[C:8]3[C:9]2=[C:4]([CH:5]=[CH:6][CH:7]=3)[NH:3][CH2:2]1.[OH-].[K+], predict the reaction product. The product is: [CH2:1]1[N:10]2[C@H:11]3[CH2:16][CH2:15][NH:14][CH2:13][C@H:12]3[C:8]3[C:9]2=[C:4]([CH:5]=[CH:6][CH:7]=3)[NH:3][CH2:2]1. (4) Given the reactants [C:1]([O:5][C:6]([N:8]1[CH2:13][C@@H:12]([C:14](=[O:37])[NH:15][CH2:16][C:17]2([CH2:31][CH2:32][CH2:33][CH2:34][O:35][CH3:36])[C:30]3[CH:29]=[CH:28][CH:27]=[CH:26][C:25]=3[O:24][C:23]3[C:18]2=[CH:19][CH:20]=[CH:21][CH:22]=3)[CH2:11][C@@H:10]([C:38](O)=[O:39])[CH2:9]1)=[O:7])([CH3:4])([CH3:3])[CH3:2].[NH2:41][C@@H:42]([CH2:47][OH:48])[CH2:43][CH:44]([CH3:46])[CH3:45], predict the reaction product. The product is: [C:1]([O:5][C:6]([N:8]1[CH2:13][C@@H:12]([C:14](=[O:37])[NH:15][CH2:16][C:17]2([CH2:31][CH2:32][CH2:33][CH2:34][O:35][CH3:36])[C:30]3[CH:29]=[CH:28][CH:27]=[CH:26][C:25]=3[O:24][C:23]3[C:18]2=[CH:19][CH:20]=[CH:21][CH:22]=3)[CH2:11][C@@H:10]([C:38](=[O:39])[NH:41][C@@H:42]([CH2:47][OH:48])[CH2:43][CH:44]([CH3:46])[CH3:45])[CH2:9]1)=[O:7])([CH3:3])([CH3:2])[CH3:4].